This data is from Forward reaction prediction with 1.9M reactions from USPTO patents (1976-2016). The task is: Predict the product of the given reaction. (1) Given the reactants [N:1]1[S:5][N:4]=[C:3]2[C:6]([S:10]([NH:13][C:14]3[CH:22]=[C:21]([Cl:23])[CH:20]=[CH:19][C:15]=3[C:16]([OH:18])=O)(=[O:12])=[O:11])=[CH:7][CH:8]=[CH:9][C:2]=12.[Cl:24][C:25]1[CH:30]=[CH:29][C:28]([C:31]([CH3:35])([CH3:34])[CH2:32][NH2:33])=[CH:27][CH:26]=1, predict the reaction product. The product is: [N:1]1[S:5][N:4]=[C:3]2[C:6]([S:10]([NH:13][C:14]3[CH:22]=[C:21]([Cl:23])[CH:20]=[CH:19][C:15]=3[C:16]([NH:33][CH2:32][C:31]([C:28]3[CH:27]=[CH:26][C:25]([Cl:24])=[CH:30][CH:29]=3)([CH3:35])[CH3:34])=[O:18])(=[O:11])=[O:12])=[CH:7][CH:8]=[CH:9][C:2]=12. (2) Given the reactants [CH3:1][O:2][C:3]1[CH:12]=[C:11]2[C:6]([C:7]([O:13][C:14]3[CH:15]=[C:16]4[C:21](=[CH:22][CH:23]=3)[C:20]([C:24]([OH:26])=O)=[CH:19][CH:18]=[CH:17]4)=[CH:8][CH:9]=[N:10]2)=[CH:5][CH:4]=1.[CH:27]1([NH2:30])[CH2:29][CH2:28]1, predict the reaction product. The product is: [CH:27]1([NH:30][C:24]([C:20]2[C:21]3[C:16](=[CH:15][C:14]([O:13][C:7]4[C:6]5[C:11](=[CH:12][C:3]([O:2][CH3:1])=[CH:4][CH:5]=5)[N:10]=[CH:9][CH:8]=4)=[CH:23][CH:22]=3)[CH:17]=[CH:18][CH:19]=2)=[O:26])[CH2:29][CH2:28]1. (3) Given the reactants Cl[CH:2]([C:8]([CH3:10])=O)[C:3]([O:5][CH2:6][CH3:7])=[O:4].[C:11]([NH2:15])(=[S:14])[CH2:12][CH3:13], predict the reaction product. The product is: [CH2:6]([O:5][C:3]([C:2]1[S:14][C:11]([CH2:12][CH3:13])=[N:15][C:8]=1[CH3:10])=[O:4])[CH3:7]. (4) Given the reactants C(Cl)(=O)C(Cl)=O.CS(C)=O.[F:11][C:12]([F:30])([F:29])[CH:13]([OH:28])[CH2:14][C:15]1([CH3:27])[C:24]2[C:19](=[CH:20][CH:21]=[C:22]([S:25][CH3:26])[CH:23]=2)[O:18][CH2:17][CH2:16]1.C(N(CC)CC)C, predict the reaction product. The product is: [F:30][C:12]([F:11])([F:29])[C:13](=[O:28])[CH2:14][C:15]1([CH3:27])[C:24]2[C:19](=[CH:20][CH:21]=[C:22]([S:25][CH3:26])[CH:23]=2)[O:18][CH2:17][CH2:16]1. (5) Given the reactants [Cl:1][C:2]1[CH:10]=[CH:9][C:5]([C:6]([OH:8])=O)=[CH:4][C:3]=1[NH:11][C:12]([C:14]1[C:24](=[O:25])[NH:23][C:17]2[N:18]=[C:19]([CH3:22])[N:20]=[CH:21][C:16]=2[CH:15]=1)=[O:13].[C:26]([O:30][C:31](=[O:43])[NH:32][CH2:33][CH2:34][C@@H:35]([NH2:42])[C:36]1[CH:41]=[CH:40][CH:39]=[CH:38][CH:37]=1)([CH3:29])([CH3:28])[CH3:27].C(N(CC)CC)C.CN(C(ON1N=NC2C=CC=NC1=2)=[N+](C)C)C.F[P-](F)(F)(F)(F)F, predict the reaction product. The product is: [Cl:1][C:2]1[CH:10]=[CH:9][C:5]([C:6]([NH:42][C@@H:35]([C:36]2[CH:37]=[CH:38][CH:39]=[CH:40][CH:41]=2)[CH2:34][CH2:33][NH:32][C:31](=[O:43])[O:30][C:26]([CH3:29])([CH3:28])[CH3:27])=[O:8])=[CH:4][C:3]=1[NH:11][C:12]([C:14]1[C:24](=[O:25])[NH:23][C:17]2[N:18]=[C:19]([CH3:22])[N:20]=[CH:21][C:16]=2[CH:15]=1)=[O:13].